From a dataset of Full USPTO retrosynthesis dataset with 1.9M reactions from patents (1976-2016). Predict the reactants needed to synthesize the given product. Given the product [C:1]([O:5][C:6]([NH:8][C@H:9]([C:15](=[O:21])[N:16]1[CH2:17][CH2:18][CH2:19][CH2:20]1)[C@H:10]([CH3:22])[C:11]([O:13][CH3:14])=[O:12])=[O:7])([CH3:4])([CH3:2])[CH3:3], predict the reactants needed to synthesize it. The reactants are: [C:1]([O:5][C:6]([NH:8][C@H:9]([C:15](=[O:21])[N:16]1[CH2:20][CH2:19][CH2:18][CH2:17]1)[CH2:10][C:11]([O:13][CH3:14])=[O:12])=[O:7])([CH3:4])([CH3:3])[CH3:2].[CH3:22][Si](C)(C)[N-][Si](C)(C)C.[Li+].IC.